This data is from NCI-60 drug combinations with 297,098 pairs across 59 cell lines. The task is: Regression. Given two drug SMILES strings and cell line genomic features, predict the synergy score measuring deviation from expected non-interaction effect. (1) Drug 1: CCCS(=O)(=O)NC1=C(C(=C(C=C1)F)C(=O)C2=CNC3=C2C=C(C=N3)C4=CC=C(C=C4)Cl)F. Drug 2: C1CCC(C1)C(CC#N)N2C=C(C=N2)C3=C4C=CNC4=NC=N3. Cell line: BT-549. Synergy scores: CSS=-1.57, Synergy_ZIP=2.52, Synergy_Bliss=2.76, Synergy_Loewe=-1.49, Synergy_HSA=-0.940. (2) Drug 1: COC1=C2C(=CC3=C1OC=C3)C=CC(=O)O2. Drug 2: CCC1(C2=C(COC1=O)C(=O)N3CC4=CC5=C(C=CC(=C5CN(C)C)O)N=C4C3=C2)O.Cl. Cell line: SF-295. Synergy scores: CSS=-18.9, Synergy_ZIP=-2.17, Synergy_Bliss=-30.2, Synergy_Loewe=-99.3, Synergy_HSA=-43.9.